This data is from Reaction yield outcomes from USPTO patents with 853,638 reactions. The task is: Predict the reaction yield, written as a fraction of the theoretical maximum amount of product (1.0 means a 100% yield; for example, 0.34 means a 34% yield). (1) The reactants are [CH3:1][O:2][C:3](=[O:15])[C:4]1[CH:9]=[CH:8][C:7]([CH3:10])=[CH:6][C:5]=1[O:11][CH:12]([CH3:14])[CH3:13].[Br:16]N1C(=O)CCC1=O.N(C(C)(C)C#N)=NC(C)(C)C#N. The catalyst is C(Cl)(Cl)(Cl)Cl. The product is [CH3:1][O:2][C:3](=[O:15])[C:4]1[CH:9]=[CH:8][C:7]([CH2:10][Br:16])=[CH:6][C:5]=1[O:11][CH:12]([CH3:13])[CH3:14]. The yield is 0.620. (2) The product is [C:1]([O:5][C:6](=[O:17])[N:7]([CH3:8])[CH2:9][C:10]1[CH:15]=[CH:14][CH:13]=[CH:12][C:11]=1[S:22][Si:21]([CH:23]([CH3:25])[CH3:24])([CH:26]([CH3:28])[CH3:27])[CH:18]([CH3:19])[CH3:20])([CH3:4])([CH3:3])[CH3:2]. The yield is 0.880. The reactants are [C:1]([O:5][C:6](=[O:17])[N:7]([CH2:9][C:10]1[CH:15]=[CH:14][CH:13]=[CH:12][C:11]=1I)[CH3:8])([CH3:4])([CH3:3])[CH3:2].[CH:18]([Si:21]([CH:26]([CH3:28])[CH3:27])([CH:23]([CH3:25])[CH3:24])[SH:22])([CH3:20])[CH3:19].CC(C)([O-])C.[Na+]. The catalyst is C1(C)C=CC=CC=1.C1C=CC(/C=C/C(/C=C/C2C=CC=CC=2)=O)=CC=1.C1C=CC(/C=C/C(/C=C/C2C=CC=CC=2)=O)=CC=1.C1C=CC(/C=C/C(/C=C/C2C=CC=CC=2)=O)=CC=1.[Pd].[Pd].C1(P(C2C=CC=CC=2)C2C=CC=CC=2OC2C=CC=CC=2P(C2C=CC=CC=2)C2C=CC=CC=2)C=CC=CC=1. (3) The reactants are [Br:1][C:2]1[CH:7]=[CH:6][C:5](OB(O)O)=[CH:4][CH:3]=1.[C:12]1(=[O:17])[CH2:16][CH2:15][CH:14]=[CH:13]1.C(=O)(O)[O-].[Na+]. The product is [Br:1][C:2]1[CH:7]=[CH:6][C:5]([C@@H:14]2[CH2:15][CH2:16][C:12](=[O:17])[CH2:13]2)=[CH:4][CH:3]=1. The yield is 0.910. The catalyst is O1CCOCC1.O.C/C(/O)=C/C(C)=O.C=C.C=C.[Rh].C1C=CC(P(C2C=CC3C(=CC=CC=3)C=2C2C3C(=CC=CC=3)C=CC=2P(C2C=CC=CC=2)C2C=CC=CC=2)C2C=CC=CC=2)=CC=1. (4) The reactants are [C:1]1([CH2:7][N:8]2[CH2:17][CH2:16][CH2:15][C@H:9]2[C:10]([O:12]CC)=[O:11])[CH:6]=[CH:5][CH:4]=[CH:3][CH:2]=1.[OH-].[Na+].[ClH:20]. The catalyst is C1COCC1.CCO.O. The product is [ClH:20].[C:1]1([CH2:7][N:8]2[CH2:17][CH2:16][CH2:15][C@H:9]2[C:10]([OH:12])=[O:11])[CH:2]=[CH:3][CH:4]=[CH:5][CH:6]=1. The yield is 0.970.